Dataset: Peptide-MHC class I binding affinity with 185,985 pairs from IEDB/IMGT. Task: Regression. Given a peptide amino acid sequence and an MHC pseudo amino acid sequence, predict their binding affinity value. This is MHC class I binding data. (1) The peptide sequence is NETTQALQL. The MHC is HLA-B15:01 with pseudo-sequence HLA-B15:01. The binding affinity (normalized) is 0.0847. (2) The peptide sequence is ITAVNSLI. The MHC is Mamu-A01 with pseudo-sequence Mamu-A01. The binding affinity (normalized) is 0.706.